Task: Predict the product of the given reaction.. Dataset: Forward reaction prediction with 1.9M reactions from USPTO patents (1976-2016) (1) The product is: [ClH:1].[N:2]12[CH2:11][CH:6]3[CH2:7][CH:8]([CH2:10][CH:4]([C@@H:5]3[NH:12][C:24]([C:22]3[S:23][C:19]([C:13]4[CH:14]=[CH:15][CH:16]=[CH:17][CH:18]=4)=[CH:20][CH:21]=3)=[O:25])[CH2:3]1)[CH2:9]2. Given the reactants [ClH:1].[N:2]12[CH2:11][CH:6]3[CH2:7][CH:8]([CH2:10][CH:4]([C@@H:5]3[NH2:12])[CH2:3]1)[CH2:9]2.[C:13]1([C:19]2[S:23][C:22]([C:24](O)=[O:25])=[CH:21][CH:20]=2)[CH:18]=[CH:17][CH:16]=[CH:15][CH:14]=1.N, predict the reaction product. (2) Given the reactants Br[C:2]1[CH:9]=[N:8][CH:7]=[C:6]([Br:10])[C:3]=1[CH:4]=[O:5].[C:11]12[CH2:23][CH2:22][CH2:21][CH2:20][C:19]=1[S:18][C:17]1[C:16](=[O:24])[NH:15][N:14]=[CH:13][C:12]2=1.C(=O)([O-])[O-].[Cs+].[Cs+].COC1C2C(=C3C(=CC=2)C(OC)=CC=N3)N=CC=1, predict the reaction product. The product is: [Br:10][C:6]1[CH:7]=[N:8][CH:9]=[C:2]([N:15]2[C:16](=[O:24])[C:17]3[S:18][C:19]4[CH2:20][CH2:21][CH2:22][CH2:23][C:11]=4[C:12]=3[CH:13]=[N:14]2)[C:3]=1[CH:4]=[O:5]. (3) Given the reactants [C:1]([C@@H:4]1[N:8](C(OC)=O)[C@H:7]([C:13]([O:15][CH3:16])=[O:14])[CH2:6][CH2:5]1)#[C:2][CH3:3].I[Si](C)(C)C, predict the reaction product. The product is: [C:1]([C@@H:4]1[NH:8][C@H:7]([C:13]([O:15][CH3:16])=[O:14])[CH2:6][CH2:5]1)#[C:2][CH3:3].[NH3:8]. (4) Given the reactants [CH3:1][O:2][C:3]1[CH:8]=[CH:7][CH:6]=[CH:5][C:4]=1[N:9]1[CH2:14][CH2:13][C:12]([C:17]2[CH:22]=[CH:21][CH:20]=[C:19]([O:23][CH3:24])[CH:18]=2)([CH:15]=[CH2:16])[CH2:11][CH2:10]1, predict the reaction product. The product is: [CH2:15]([C:12]1([C:17]2[CH:22]=[CH:21][CH:20]=[C:19]([O:23][CH3:24])[CH:18]=2)[CH2:11][CH2:10][N:9]([C:4]2[CH:5]=[CH:6][CH:7]=[CH:8][C:3]=2[O:2][CH3:1])[CH2:14][CH2:13]1)[CH3:16]. (5) Given the reactants [CH3:1][C:2]1[CH:11]=[C:10]([S:12][CH3:13])[C:9]2[CH2:8][CH2:7][CH2:6][C:5](=[O:14])[C:4]=2[N:3]=1.C(=O)(O)[O-:16].[Na+].ClC1C=CC=C(C(OO)=O)C=1.[OH2:31], predict the reaction product. The product is: [CH3:13][S:12]([C:10]1[C:9]2[CH2:8][CH2:7][CH2:6][C:5](=[O:14])[C:4]=2[N:3]=[C:2]([CH3:1])[CH:11]=1)(=[O:16])=[O:31].